Dataset: Forward reaction prediction with 1.9M reactions from USPTO patents (1976-2016). Task: Predict the product of the given reaction. (1) Given the reactants [CH3:1][CH2:2][CH2:3]Br.[CH3:5][O:6][C:7](=[O:23])[C@H:8]([CH2:17][C:18]1[N:22]=[CH:21][NH:20][CH:19]=1)[NH:9][C:10]([O:12][C:13]([CH3:16])([CH3:15])[CH3:14])=[O:11].C(=O)([O-])[O-].[K+].[K+], predict the reaction product. The product is: [C:13]([O:12][C:10]([NH:9][C@@H:8]([CH2:17][C:18]1[N:22]=[CH:21][N:20]([CH2:1][CH2:2][CH3:3])[CH:19]=1)[C:7]([O:6][CH3:5])=[O:23])=[O:11])([CH3:16])([CH3:14])[CH3:15]. (2) Given the reactants C[O:2][C:3](=O)[CH2:4][C:5]1[CH:10]=[C:9]([NH2:11])[CH:8]=[CH:7][C:6]=1[CH3:12], predict the reaction product. The product is: [NH2:11][C:9]1[CH:8]=[CH:7][C:6]([CH3:12])=[C:5]([CH2:4][CH2:3][OH:2])[CH:10]=1.